Dataset: Reaction yield outcomes from USPTO patents with 853,638 reactions. Task: Predict the reaction yield, written as a fraction of the theoretical maximum amount of product (1.0 means a 100% yield; for example, 0.34 means a 34% yield). The reactants are [BH4-].[Na+].[C:3]([C:7]1[CH:12]=[CH:11][C:10]([N+:13]([O-])=O)=[CH:9][C:8]=1[F:16])([CH3:6])([CH3:5])[CH3:4].O. The catalyst is CO. The product is [C:3]([C:7]1[CH:12]=[CH:11][C:10]([NH2:13])=[CH:9][C:8]=1[F:16])([CH3:6])([CH3:4])[CH3:5]. The yield is 0.740.